This data is from Catalyst prediction with 721,799 reactions and 888 catalyst types from USPTO. The task is: Predict which catalyst facilitates the given reaction. (1) Reactant: [NH2:1][C:2]1[CH:7]=[C:6]([Cl:8])[C:5]([N+:9]([O-:11])=[O:10])=[CH:4][C:3]=1[OH:12].[F:13][C:14]1[CH:15]=[C:16]([CH:20]=[CH:21][C:22]=1[F:23])[C:17](Cl)=[O:18]. Product: [F:13][C:14]1[CH:15]=[C:16]([CH:20]=[CH:21][C:22]=1[F:23])[C:17]([NH:1][C:2]1[CH:7]=[C:6]([Cl:8])[C:5]([N+:9]([O-:11])=[O:10])=[CH:4][C:3]=1[OH:12])=[O:18]. The catalyst class is: 13. (2) Reactant: [CH3:1][O:2][C:3]1[CH:4]=[C:5]2[C:10](=[CH:11][C:12]=1[O:13][CH3:14])[N:9]=[CH:8][CH:7]=[C:6]2[O:15][C:16]1[CH:22]=[CH:21][C:19]([NH2:20])=[CH:18][C:17]=1[F:23].[CH3:24][N:25]([CH3:43])[CH2:26][CH2:27][C:28]1[C:29]([C:40](O)=[O:41])=[N:30][N:31]([C:33]2[CH:38]=[CH:37][C:36]([F:39])=[CH:35][CH:34]=2)[CH:32]=1.CCN(C(C)C)C(C)C.CN(C(ON1N=NC2C=CC=NC1=2)=[N+](C)C)C.F[P-](F)(F)(F)(F)F. Product: [CH3:1][O:2][C:3]1[CH:4]=[C:5]2[C:10](=[CH:11][C:12]=1[O:13][CH3:14])[N:9]=[CH:8][CH:7]=[C:6]2[O:15][C:16]1[CH:22]=[CH:21][C:19]([NH:20][C:40]([C:29]2[C:28]([CH2:27][CH2:26][N:25]([CH3:43])[CH3:24])=[CH:32][N:31]([C:33]3[CH:34]=[CH:35][C:36]([F:39])=[CH:37][CH:38]=3)[N:30]=2)=[O:41])=[CH:18][C:17]=1[F:23]. The catalyst class is: 31. (3) Reactant: [CH3:1][O:2][C:3]1[CH:4]=[C:5]([NH:11][C:12]2[CH:20]=[CH:19][CH:18]=[C:14]([C:15]([OH:17])=O)[C:13]=2[C:21]([OH:23])=O)[CH:6]=[CH:7][C:8]=1[O:9][CH3:10].Cl.[NH2:25][CH:26]1[CH2:32][CH2:31][C:30](=[O:33])[NH:29][C:27]1=[O:28]. Product: [O:28]=[C:27]1[CH:26]([N:25]2[C:21](=[O:23])[C:13]3[C:14](=[CH:18][CH:19]=[CH:20][C:12]=3[NH:11][C:5]3[CH:6]=[CH:7][C:8]([O:9][CH3:10])=[C:3]([O:2][CH3:1])[CH:4]=3)[C:15]2=[O:17])[CH2:32][CH2:31][C:30](=[O:33])[NH:29]1. The catalyst class is: 17. (4) Reactant: [CH2:1]([C@H:8]1[N:13]([C:14]([C:16]2[N:17]=[N:18][N:19]([C:27]3[CH:32]=[CH:31][CH:30]=[C:29]([OH:33])[CH:28]=3)[C:20]=2[C:21]2[CH:26]=[CH:25][CH:24]=[CH:23][CH:22]=2)=[O:15])[CH2:12][CH2:11][N:10]([C:34]([O:36][C:37]([CH3:40])([CH3:39])[CH3:38])=[O:35])[CH2:9]1)[C:2]1[CH:7]=[CH:6][CH:5]=[CH:4][CH:3]=1.[O:41]=[S:42]1(=[O:51])[CH2:47][CH2:46][N:45]([CH2:48][CH2:49]O)[CH2:44][CH2:43]1.C1(P(C2C=CC=CC=2)C2C=CC=CC=2)C=CC=CC=1.CCOC(/N=N/C(OCC)=O)=O. Product: [CH2:1]([C@H:8]1[N:13]([C:14]([C:16]2[N:17]=[N:18][N:19]([C:27]3[CH:32]=[CH:31][CH:30]=[C:29]([O:33][CH2:49][CH2:48][N:45]4[CH2:46][CH2:47][S:42](=[O:51])(=[O:41])[CH2:43][CH2:44]4)[CH:28]=3)[C:20]=2[C:21]2[CH:26]=[CH:25][CH:24]=[CH:23][CH:22]=2)=[O:15])[CH2:12][CH2:11][N:10]([C:34]([O:36][C:37]([CH3:40])([CH3:39])[CH3:38])=[O:35])[CH2:9]1)[C:2]1[CH:3]=[CH:4][CH:5]=[CH:6][CH:7]=1. The catalyst class is: 11. (5) Reactant: [CH:1]12[NH:8][CH:5]([CH2:6][CH2:7]1)[CH2:4][CH:3]([CH:9]1[C:22]3[CH:21]=[CH:20][C:19]([C:23]4[CH:28]=[CH:27][CH:26]=[CH:25][C:24]=4[NH:29][C:30](=[O:32])[CH3:31])=[CH:18][C:17]=3[O:16][C:15]3[C:10]1=[CH:11][CH:12]=[CH:13][CH:14]=3)[CH2:2]2.C(=O)([O-])[O-].[K+].[K+].[CH2:39](Br)[CH:40]=[CH2:41]. Product: [CH2:41]([N:8]1[CH:1]2[CH2:7][CH2:6][CH:5]1[CH2:4][CH:3]([CH:9]1[C:22]3[CH:21]=[CH:20][C:19]([C:23]4[CH:28]=[CH:27][CH:26]=[CH:25][C:24]=4[NH:29][C:30](=[O:32])[CH3:31])=[CH:18][C:17]=3[O:16][C:15]3[C:10]1=[CH:11][CH:12]=[CH:13][CH:14]=3)[CH2:2]2)[CH:40]=[CH2:39]. The catalyst class is: 3.